From a dataset of Forward reaction prediction with 1.9M reactions from USPTO patents (1976-2016). Predict the product of the given reaction. (1) Given the reactants [Cl:1][C:2]1[CH:8]=[CH:7][C:5]([NH2:6])=[CH:4][C:3]=1[I:9].[C:10]([C:13]1[S:17][C:16]([C:18](O)=[O:19])=[CH:15][CH:14]=1)(=[O:12])[CH3:11], predict the reaction product. The product is: [C:10]([C:13]1[S:17][C:16]([C:18]([NH:6][C:5]2[CH:7]=[CH:8][C:2]([Cl:1])=[C:3]([I:9])[CH:4]=2)=[O:19])=[CH:15][CH:14]=1)(=[O:12])[CH3:11]. (2) Given the reactants [NH2:1][C:2]1[C:7]([C:8]#[N:9])=[C:6]([NH:10][C@H:11]([C:13]2[N:18]=[C:17]3[CH:19]=[CH:20][N:21]([CH3:22])[C:16]3=[CH:15][C:14]=2[C:23]2[N:24]=[CH:25][S:26][CH:27]=2)[CH3:12])[N:5]=[C:4](S(C)(=O)=O)[N:3]=1.[NH3:32], predict the reaction product. The product is: [NH2:32][C:4]1[N:3]=[C:2]([NH2:1])[C:7]([C:8]#[N:9])=[C:6]([NH:10][C@H:11]([C:13]2[N:18]=[C:17]3[CH:19]=[CH:20][N:21]([CH3:22])[C:16]3=[CH:15][C:14]=2[C:23]2[N:24]=[CH:25][S:26][CH:27]=2)[CH3:12])[N:5]=1. (3) Given the reactants [C:1]1(=[O:17])[N:5]([CH2:6][CH2:7][S:8](Cl)(=[O:10])=[O:9])[C:4](=[O:12])[C:3]2=[CH:13][CH:14]=[CH:15][CH:16]=[C:2]12.[I:18][C:19]1[CH:25]=[CH:24][C:22]([NH2:23])=[CH:21][CH:20]=1, predict the reaction product. The product is: [C:4]1(=[O:12])[N:5]([CH2:6][CH3:7])[C:1](=[O:17])[C:2]2=[CH:16][CH:15]=[CH:14][CH:13]=[C:3]12.[I:18][C:19]1[CH:25]=[CH:24][C:22]([NH:23][SH:8](=[O:10])=[O:9])=[CH:21][CH:20]=1.